Dataset: Reaction yield outcomes from USPTO patents with 853,638 reactions. Task: Predict the reaction yield, written as a fraction of the theoretical maximum amount of product (1.0 means a 100% yield; for example, 0.34 means a 34% yield). (1) The catalyst is CC(N(C)C)=O. The reactants are O[C:2]1[CH:11]=[C:10]2[C:5]([C:6]([O:12][C:13]3[CH:14]=[CH:15][C:16]([NH:19][C:20]([C:22]4[C:23](=[O:35])[N:24](C5C=CC=CC=5)N(C)[C:26]=4[CH3:27])=[O:21])=[N:17][CH:18]=3)=[CH:7][CH:8]=[N:9]2)=[CH:4][C:3]=1[O:36][CH3:37].CS([O:42][CH2:43][CH2:44][CH2:45][N:46]1[CH2:52][CH:51]([OH:53])[C:48]2([CH2:50][CH2:49]2)[CH2:47]1)(=O)=O.C([O-])([O-])=O.[Cs+].[Cs+]. The product is [OH:53][CH:51]1[C:48]2([CH2:50][CH2:49]2)[CH2:47][N:46]([CH2:45][CH2:44][CH2:43][O:42][C:2]2[CH:11]=[C:10]3[C:5]([C:6]([O:12][C:13]4[CH:14]=[CH:15][C:16]([N:19]([C:2]5[CH:11]=[CH:10][CH:5]=[CH:4][CH:3]=5)[C:20]([C:22]5([C:23]([NH2:24])=[O:35])[CH2:27][CH2:26]5)=[O:21])=[N:17][CH:18]=4)=[CH:7][CH:8]=[N:9]3)=[CH:4][C:3]=2[O:36][CH3:37])[CH2:52]1. The yield is 0.600. (2) The reactants are FC(F)(F)C(O)=O.ClCCl.[NH2:11][C:12]1[N:17]=[CH:16][N:15]=[C:14]2[N:18]([CH:37]3[CH2:42][CH2:41][N:40]([CH:43]4[CH2:48][CH2:47][N:46]([CH3:49])[CH2:45][CH2:44]4)[CH2:39][CH2:38]3)[N:19]=[C:20]([C:21]3[CH:26]=[CH:25][C:24]([NH:27]C(=O)OC(C)(C)C)=[C:23]([O:35][CH3:36])[CH:22]=3)[C:13]=12. The catalyst is ClCCl. The product is [NH2:27][C:24]1[CH:25]=[CH:26][C:21]([C:20]2[C:13]3[C:14](=[N:15][CH:16]=[N:17][C:12]=3[NH2:11])[N:18]([CH:37]3[CH2:42][CH2:41][N:40]([CH:43]4[CH2:48][CH2:47][N:46]([CH3:49])[CH2:45][CH2:44]4)[CH2:39][CH2:38]3)[N:19]=2)=[CH:22][C:23]=1[O:35][CH3:36]. The yield is 0.970. (3) The reactants are Br[C:2]1[CH:3]=[C:4]2[C:10]([C:11]3[CH:21]=[CH:20][C:14]([CH2:15][NH:16][C:17](=[O:19])[CH3:18])=[CH:13][CH:12]=3)=[CH:9][N:8](S(C3C=CC(C)=CC=3)(=O)=O)[C:5]2=[N:6][CH:7]=1.[CH3:32][O:33][C:34]1[CH:35]=[C:36](B(O)O)[CH:37]=[C:38]([O:42][CH3:43])[C:39]=1[O:40][CH3:41].C([O-])([O-])=O.[Na+].[Na+].CCOC(C)=O. The catalyst is CC#N.Cl[Pd](Cl)([P](C1C=CC=CC=1)(C1C=CC=CC=1)C1C=CC=CC=1)[P](C1C=CC=CC=1)(C1C=CC=CC=1)C1C=CC=CC=1. The product is [CH3:43][O:42][C:38]1[CH:37]=[C:36]([C:2]2[CH:3]=[C:4]3[C:10]([C:11]4[CH:21]=[CH:20][C:14]([CH2:15][NH:16][C:17](=[O:19])[CH3:18])=[CH:13][CH:12]=4)=[CH:9][NH:8][C:5]3=[N:6][CH:7]=2)[CH:35]=[C:34]([O:33][CH3:32])[C:39]=1[O:40][CH3:41]. The yield is 0.530. (4) The reactants are [O:1]1[C:5]2[CH:6]=[CH:7][C:8]([C:10]3[CH:15]=[CH:14][N:13]=[C:12](Cl)[N:11]=3)=[CH:9][C:4]=2[O:3][CH2:2]1.FC(F)(F)C(O)=O.[NH2:24][CH2:25][CH2:26][CH2:27][O:28][C:29]1[CH:30]=[C:31]2[C:35](=[CH:36][CH:37]=1)[C@H:34]([CH2:38][C:39]([O:41][CH2:42][CH3:43])=[O:40])[CH2:33][CH2:32]2.C(N(CC)CC)C. The catalyst is CC#N.O1CCOCC1. The product is [O:1]1[C:5]2[CH:6]=[CH:7][C:8]([C:10]3[CH:15]=[CH:14][N:13]=[C:12]([NH:24][CH2:25][CH2:26][CH2:27][O:28][C:29]4[CH:30]=[C:31]5[C:35](=[CH:36][CH:37]=4)[C@H:34]([CH2:38][C:39]([O:41][CH2:42][CH3:43])=[O:40])[CH2:33][CH2:32]5)[N:11]=3)=[CH:9][C:4]=2[O:3][CH2:2]1. The yield is 0.690. (5) The reactants are [C:1]1([C:20]2[CH:25]=[CH:24][CH:23]=[CH:22][CH:21]=2)[CH:6]=[CH:5][C:4]([N:7]2[C:19]3[CH:18]=[CH:17][CH:16]=[CH:15][C:14]=3[C:13]3[C:8]2=[CH:9][CH:10]=[CH:11][CH:12]=3)=[CH:3][CH:2]=1.[I:26]N1C(=O)CCC1=O. The catalyst is C(O)(=O)C.C1(C)C=CC=CC=1.C(OCC)(=O)C. The product is [I:26][C:16]1[CH:17]=[CH:18][C:19]2[N:7]([C:4]3[CH:5]=[CH:6][C:1]([C:20]4[CH:21]=[CH:22][CH:23]=[CH:24][CH:25]=4)=[CH:2][CH:3]=3)[C:8]3[C:13]([C:14]=2[CH:15]=1)=[CH:12][CH:11]=[CH:10][CH:9]=3. The yield is 0.980. (6) The reactants are Br[CH:2]([C:7]1[CH:8]=[C:9]([Cl:15])[C:10]([Cl:14])=[C:11]([Cl:13])[CH:12]=1)[C:3]([F:6])([F:5])[F:4].[CH:16]([C:18]1[CH:19]=[C:20]2[C:24](=[CH:25][CH:26]=1)[C:23](=[O:27])[CH2:22][CH2:21]2)=[CH2:17].N1C=CC=CC=1C1C=CC=CN=1. The catalyst is ClC1C=CC=CC=1Cl.Cl[Cu]. The product is [F:4][C:3]([F:6])([F:5])[CH:2]([C:7]1[CH:8]=[C:9]([Cl:15])[C:10]([Cl:14])=[C:11]([Cl:13])[CH:12]=1)/[CH:17]=[CH:16]/[C:18]1[CH:19]=[C:20]2[C:24](=[CH:25][CH:26]=1)[C:23](=[O:27])[CH2:22][CH2:21]2. The yield is 0.250. (7) The reactants are [Br:1][C:2]1[CH:7]=[CH:6][C:5]([OH:8])=[C:4]([CH3:9])[CH:3]=1.C([O-])([O-])=O.[K+].[K+].[CH2:16](Br)[C:17]1[CH:22]=[CH:21][CH:20]=[CH:19][CH:18]=1. The catalyst is CC#N. The product is [CH2:16]([O:8][C:5]1[CH:6]=[CH:7][C:2]([Br:1])=[CH:3][C:4]=1[CH3:9])[C:17]1[CH:22]=[CH:21][CH:20]=[CH:19][CH:18]=1. The yield is 0.890.